Dataset: Forward reaction prediction with 1.9M reactions from USPTO patents (1976-2016). Task: Predict the product of the given reaction. (1) Given the reactants Br[C:2]1[CH:17]=[CH:16][C:5]2[N:6]([CH2:12][CH:13]3[CH2:15][CH2:14]3)[S:7](=[O:11])(=[O:10])[N:8]([CH3:9])[C:4]=2[CH:3]=1.[C:18]([O-])(=O)C.[K+].[CH3:35][C:33]1([CH3:36])[CH:32]([CH3:37])[O:31][B:30]([B:30]2[O:34][C:33]([CH3:36])([CH3:35])[CH:32]([CH3:37])[O:31]2)[O:34]1.O1CCOCC1, predict the reaction product. The product is: [CH:13]1([CH2:12][N:6]2[C:5]3[CH:16]=[CH:17][C:2]([B:30]4[O:34][C:33]([CH3:36])([CH3:35])[C:32]([CH3:37])([CH3:18])[O:31]4)=[CH:3][C:4]=3[N:8]([CH3:9])[S:7]2(=[O:11])=[O:10])[CH2:15][CH2:14]1. (2) The product is: [CH3:22][C:19]1[CH:20]=[CH:21][C:16]([CH:15]=[CH:14][CH2:13][OH:12])=[C:17]([N+:23]([O-:25])=[O:24])[CH:18]=1. Given the reactants CC(C[Al]CC(C)C)C.C([O:12][C:13](=O)[CH:14]=[CH:15][C:16]1[CH:21]=[CH:20][C:19]([CH3:22])=[CH:18][C:17]=1[N+:23]([O-:25])=[O:24])C.O, predict the reaction product. (3) Given the reactants [Cl:1][C:2]1[CH:7]=[C:6]([OH:8])[CH:5]=[CH:4][C:3]=1[CH:9]([CH3:25])[C:10]([C:16]1[CH:17]=[C:18]([CH3:24])[C:19](=[O:23])[N:20]([CH3:22])[CH:21]=1)([OH:15])[C:11]([F:14])([F:13])[F:12].Cl[C:27]1[N:32]=[C:31]([C:33]([F:36])([F:35])[F:34])[C:30]([C:37]([O-:39])=[O:38])=[CH:29][N:28]=1.N12CCN(CC1)C[CH2:41]2, predict the reaction product. The product is: [CH3:41][O:39][C:37]([C:30]1[C:31]([C:33]([F:36])([F:35])[F:34])=[N:32][C:27]([O:8][C:6]2[CH:5]=[CH:4][C:3]([CH:9]([CH3:25])[C:10]([C:16]3[CH:17]=[C:18]([CH3:24])[C:19](=[O:23])[N:20]([CH3:22])[CH:21]=3)([OH:15])[C:11]([F:13])([F:14])[F:12])=[C:2]([Cl:1])[CH:7]=2)=[N:28][CH:29]=1)=[O:38]. (4) Given the reactants [F:1][C:2]1[CH:7]=[C:6]([I:8])[CH:5]=[CH:4][C:3]=1[NH:9][C:10](=[NH:17])[CH2:11][C:12]([O:14][CH2:15][CH3:16])=[O:13].Br[C:19]1[CH2:24][CH2:23][CH2:22][C:21](=[O:25])[C:20]=1O, predict the reaction product. The product is: [F:1][C:2]1[CH:7]=[C:6]([I:8])[CH:5]=[CH:4][C:3]=1[NH:9][C:10]1[NH:17][C:20]2[C:21](=[O:25])[CH2:22][CH2:23][CH2:24][C:19]=2[C:11]=1[C:12]([O:14][CH2:15][CH3:16])=[O:13]. (5) Given the reactants [F:1][C:2]1[CH:7]=[C:6](/[CH:8]=[CH:9]/[O:10][CH3:11])[CH:5]=[C:4]([F:12])[C:3]=1[C:13]1[N:18]=[C:17]([C:19]([O:21][CH3:22])=[O:20])[CH:16]=[CH:15][C:14]=1[F:23], predict the reaction product. The product is: [F:1][C:2]1[CH:7]=[C:6]([CH2:8][CH2:9][O:10][CH3:11])[CH:5]=[C:4]([F:12])[C:3]=1[C:13]1[N:18]=[C:17]([C:19]([O:21][CH3:22])=[O:20])[CH:16]=[CH:15][C:14]=1[F:23]. (6) Given the reactants [N:1]([CH2:4][C:5]1[C:6]([CH2:11][CH3:12])=[N:7][CH:8]=[CH:9][CH:10]=1)=[N+]=[N-], predict the reaction product. The product is: [CH2:11]([C:6]1[C:5]([CH2:4][NH2:1])=[CH:10][CH:9]=[CH:8][N:7]=1)[CH3:12].